This data is from Catalyst prediction with 721,799 reactions and 888 catalyst types from USPTO. The task is: Predict which catalyst facilitates the given reaction. (1) Reactant: [NH2:1][C:2]1[CH:3]=[N:4][C:5]2[C:10]([C:11]=1[SH:12])=[CH:9][CH:8]=[CH:7][CH:6]=2.[C:13](OC(=O)C)(=O)[CH3:14]. Product: [CH3:13][C:14]1[S:12][C:11]2[C:10]3[CH:9]=[CH:8][CH:7]=[CH:6][C:5]=3[N:4]=[CH:3][C:2]=2[N:1]=1. The catalyst class is: 15. (2) The catalyst class is: 1. Reactant: [C:1]([C:5]1[CH:9]=[C:8]([NH:10][C:11]([NH:13][C:14]2[CH:19]=[C:18]([C:20]3[C:31](=[O:32])[N:30]([CH3:33])[C:23]4[N:24]=[C:25](SC)[N:26]=[CH:27][C:22]=4[CH:21]=3)[C:17]([CH3:34])=[CH:16][C:15]=2[F:35])=[O:12])[N:7]([C:36]2[CH:41]=[CH:40][CH:39]=[CH:38][CH:37]=2)[N:6]=1)([CH3:4])([CH3:3])[CH3:2].C1C=C(Cl)C=C(C(OO)=O)C=1.[CH3:53][NH2:54]. Product: [C:1]([C:5]1[CH:9]=[C:8]([NH:10][C:11]([NH:13][C:14]2[CH:19]=[C:18]([C:20]3[C:31](=[O:32])[N:30]([CH3:33])[C:23]4[N:24]=[C:25]([NH:54][CH3:53])[N:26]=[CH:27][C:22]=4[CH:21]=3)[C:17]([CH3:34])=[CH:16][C:15]=2[F:35])=[O:12])[N:7]([C:36]2[CH:41]=[CH:40][CH:39]=[CH:38][CH:37]=2)[N:6]=1)([CH3:4])([CH3:3])[CH3:2]. (3) Reactant: [C:1]([O:5][C:6]([N:8]1[C:12]([C:13]2[CH:14]=[CH:15][C:16]3[NH:21][CH:20]([CH3:22])[O:19][C:18]([CH3:24])([CH3:23])[C:17]=3[CH:25]=2)=[CH:11][CH:10]=[CH:9]1)=[O:7])([CH3:4])([CH3:3])[CH3:2].Cl[C:27]([O:29][CH2:30][CH:31]1[C:43]2[CH:42]=[CH:41][CH:40]=[CH:39][C:38]=2[C:37]2[C:32]1=[CH:33][CH:34]=[CH:35][CH:36]=2)=[O:28].C(=O)([O-])[O-].[Na+].[Na+].C(OCC)(=O)C. Product: [CH:42]1[C:43]2[CH:31]([CH2:30][O:29][C:27]([N:21]3[C:16]4[CH:15]=[CH:14][C:13]([C:12]5[N:8]([C:6]([O:5][C:1]([CH3:4])([CH3:2])[CH3:3])=[O:7])[CH:9]=[CH:10][CH:11]=5)=[CH:25][C:17]=4[C:18]([CH3:24])([CH3:23])[O:19][CH:20]3[CH3:22])=[O:28])[C:32]3[C:37](=[CH:36][CH:35]=[CH:34][CH:33]=3)[C:38]=2[CH:39]=[CH:40][CH:41]=1. The catalyst class is: 38.